Dataset: Catalyst prediction with 721,799 reactions and 888 catalyst types from USPTO. Task: Predict which catalyst facilitates the given reaction. (1) Reactant: [CH:1]1([O:6][C:7]2[CH:12]=[CH:11][C:10]([F:13])=[CH:9][C:8]=2[CH2:14][CH2:15][C:16]([OH:18])=O)[CH2:5][CH2:4][CH2:3][CH2:2]1.[CH:19]([NH:22][NH:23][C:24](=[O:31])[C:25]1[CH:30]=[CH:29][CH:28]=[CH:27][CH:26]=1)([CH3:21])[CH3:20].C(N(C(C)C)CC)(C)C.C1CN([P+](Br)(N2CCCC2)N2CCCC2)CC1.F[P-](F)(F)(F)(F)F. Product: [CH:1]1([O:6][C:7]2[CH:12]=[CH:11][C:10]([F:13])=[CH:9][C:8]=2[CH2:14][CH2:15][C:16]([N:22]([CH:19]([CH3:21])[CH3:20])[NH:23][C:24](=[O:31])[C:25]2[CH:30]=[CH:29][CH:28]=[CH:27][CH:26]=2)=[O:18])[CH2:2][CH2:3][CH2:4][CH2:5]1. The catalyst class is: 3. (2) The catalyst class is: 160. Product: [C:18]1([NH:17][C:59]([C:11]2[CH:12]=[C:13]3[C:8](=[N:9][CH:10]=2)[NH:7][C:6](=[O:14])[C:5]2[CH:15]=[CH:16][CH:2]=[CH:3][C:4]3=2)=[O:61])[CH:23]=[CH:22][CH:21]=[CH:20][CH:19]=1. Reactant: Cl[C:2]1[CH:16]=[CH:15][C:5]2[C:6](=[O:14])[NH:7][C:8]3[C:13]([C:4]=2[CH:3]=1)=[CH:12][CH:11]=[CH:10][N:9]=3.[NH2:17][C:18]1[CH:23]=[CH:22][CH:21]=[CH:20][CH:19]=1.C1(P(C2CCCCC2)C2C=CC=CC=2C2C(C(C)C)=CC(C(C)C)=CC=2C(C)C)CCCCC1.C[C:59](C)([O-:61])C.[Na+]. (3) Reactant: [C:1]([O:5][C:6](=[O:18])[NH:7][C:8]([C:11]1[CH:16]=[CH:15][CH:14]=[C:13](Br)[CH:12]=1)([CH3:10])[CH3:9])([CH3:4])([CH3:3])[CH3:2].C([Li])CCC.CCCCCC.Cl[C:31]([O:33][CH3:34])=[O:32].[Cl-].[NH4+]. Product: [C:1]([O:5][C:6]([NH:7][C:8]([C:11]1[CH:12]=[C:13]([CH:14]=[CH:15][CH:16]=1)[C:31]([O:33][CH3:34])=[O:32])([CH3:10])[CH3:9])=[O:18])([CH3:4])([CH3:3])[CH3:2]. The catalyst class is: 56. (4) Reactant: [CH2:13]([O:8][C:9]1[CH:16]=[CH:15][C:12]([CH:13]=[O:8])=[CH:11][CH:10]=1)[C:12]1[CH:15]=[CH:16][CH:9]=[CH:10][CH:11]=1.[CH2:17]([O:21][CH:22](P(OCC)(OCC)=O)[C:23]([O:25][CH2:26][CH2:27][CH2:28][CH3:29])=[O:24])[CH2:18][CH2:19][CH3:20].C(OC(=O)C(OCCCC)Cl)CCC.P(OCC)(OCC)OCC. Product: [CH2:17]([O:21][CH:22]([CH2:13][C:12]1[CH:11]=[CH:10][C:9]([OH:8])=[CH:16][CH:15]=1)[C:23]([O:25][CH2:26][CH2:27][CH2:28][CH3:29])=[O:24])[CH2:18][CH2:19][CH3:20]. The catalyst class is: 45. (5) Reactant: [NH:1]1[C:10]2[C:5](=[CH:6][CH:7]=[CH:8][CH:9]=2)[NH:4][CH2:3][CH2:2]1.C(N(CC)CC)C.[CH2:18]([O:25][C:26]1[C:34]([Cl:35])=[CH:33][C:29]([C:30](Cl)=[O:31])=[CH:28][C:27]=1[Cl:36])[C:19]1[CH:24]=[CH:23][CH:22]=[CH:21][CH:20]=1.CO. Product: [CH2:18]([O:25][C:26]1[C:27]([Cl:36])=[CH:28][C:29]([C:30]([N:1]2[C:10]3[C:5](=[CH:6][CH:7]=[CH:8][CH:9]=3)[NH:4][CH2:3][CH2:2]2)=[O:31])=[CH:33][C:34]=1[Cl:35])[C:19]1[CH:20]=[CH:21][CH:22]=[CH:23][CH:24]=1. The catalyst class is: 13. (6) Reactant: C[O:2][C:3](=O)[CH2:4][C:5]1[C:6]([Cl:12])=[N:7][CH:8]=[N:9][C:10]=1[Cl:11].CC(C[AlH]CC(C)C)C. Product: [Cl:11][C:10]1[C:5]([CH2:4][CH2:3][OH:2])=[C:6]([Cl:12])[N:7]=[CH:8][N:9]=1. The catalyst class is: 28.